This data is from Reaction yield outcomes from USPTO patents with 853,638 reactions. The task is: Predict the reaction yield, written as a fraction of the theoretical maximum amount of product (1.0 means a 100% yield; for example, 0.34 means a 34% yield). The reactants are [I:1][C:2]1[CH:10]=[C:9]2[C:5]([CH:6]=[N:7][N:8]2[C:11]2[C:16]([N+:17]([O-])=O)=[CH:15][N:14]=[C:13]([NH2:20])[N:12]=2)=[CH:4][CH:3]=1.CN(C=O)C.S(S([O-])=O)([O-])=O.[Na+].[Na+].C(=O)(O)[O-].[Na+]. The catalyst is CO.O. The product is [I:1][C:2]1[CH:10]=[C:9]2[C:5]([CH:6]=[N:7][N:8]2[C:11]2[C:16]([NH2:17])=[CH:15][N:14]=[C:13]([NH2:20])[N:12]=2)=[CH:4][CH:3]=1. The yield is 0.110.